Dataset: Full USPTO retrosynthesis dataset with 1.9M reactions from patents (1976-2016). Task: Predict the reactants needed to synthesize the given product. (1) Given the product [O:13]=[C:12]([CH2:14][CH2:15][C@@H:16]([C:18](=[O:19])[OH:20])[NH2:17])[NH:11][C@@H:21]([CH2:29][S:30][S:31][CH2:32][C@@H:33]([C:44](=[O:50])[NH:45][CH2:46][C:47](=[O:48])[OH:49])[NH:34][C:35](=[O:43])[CH2:36][CH2:37][C@@H:38]([C:40](=[O:41])[OH:42])[NH2:39])[C:22](=[O:28])[NH:23][CH2:24][C:25](=[O:26])[OH:27], predict the reactants needed to synthesize it. The reactants are: C(O)(=O)C.N1C=CC=CC=1[N:11]([C@@H:21]([CH2:29][S:30][S:31][CH2:32][C@@H:33]([C:44](=[O:50])[NH:45][CH2:46][C:47](=[O:49])[OH:48])[NH:34][C:35](=[O:43])[CH2:36][CH2:37][C@@H:38]([C:40](=[O:42])[OH:41])[NH2:39])[C:22](=[O:28])[NH:23][CH2:24][C:25](=[O:27])[OH:26])[C:12]([CH2:14][CH2:15][C@@H:16]([C:18](=[O:20])[OH:19])[NH2:17])=[O:13]. (2) Given the product [F:16][C:15]([F:18])([F:17])[C:14]1[C:9]([N:4]2[CH2:5][CH2:6][NH:1][C:2](=[O:7])[CH2:3]2)=[N:10][CH:11]=[CH:12][CH:13]=1, predict the reactants needed to synthesize it. The reactants are: [NH:1]1[CH2:6][CH2:5][NH:4][CH2:3][C:2]1=[O:7].Cl[C:9]1[C:14]([C:15]([F:18])([F:17])[F:16])=[CH:13][CH:12]=[CH:11][N:10]=1.C(N(C(C)C)CC)(C)C. (3) Given the product [CH3:2][C:3]1[C:4](=[O:5])[C:6]2[C:11]([C:12](=[O:13])[C:17]=1[CH2:16][CH2:15][NH:14][C:20]([O:22][C:23]([CH3:26])([CH3:25])[CH3:24])=[O:21])=[CH:10][CH:9]=[CH:8][CH:7]=2, predict the reactants needed to synthesize it. The reactants are: C[C:2]1[C:12](=[O:13])[C:11]2[CH:10]=[CH:9][CH:8]=[CH:7][C:6]=2[C:4](=[O:5])[CH:3]=1.[NH:14]([C:20]([O:22][C:23]([CH3:26])([CH3:25])[CH3:24])=[O:21])[CH2:15][CH2:16][C:17](O)=O.C1CCCCC1. (4) Given the product [C:1]([O:5][C:6](=[O:7])[NH:8][C@@H:9]1[CH2:20][C@H:12]2[CH2:13][N:14]([CH2:16][C:17]([N:38]([CH3:39])[CH3:37])=[O:18])[CH2:15][C@@:11]2([C:21]([N:23]2[CH2:32][CH2:31][C:30]3[N:29]=[CH:28][C:27]([C:33]([F:36])([F:35])[F:34])=[CH:26][C:25]=3[CH2:24]2)=[O:22])[CH2:10]1)([CH3:2])([CH3:4])[CH3:3], predict the reactants needed to synthesize it. The reactants are: [C:1]([O:5][C:6]([NH:8][C@@H:9]1[CH2:20][C@H:12]2[CH2:13][N:14]([CH2:16][C:17](O)=[O:18])[CH2:15][C@@:11]2([C:21]([N:23]2[CH2:32][CH2:31][C:30]3[N:29]=[CH:28][C:27]([C:33]([F:36])([F:35])[F:34])=[CH:26][C:25]=3[CH2:24]2)=[O:22])[CH2:10]1)=[O:7])([CH3:4])([CH3:3])[CH3:2].[CH3:37][NH:38][CH3:39].CCN=C=NCCCN(C)C.C1C=CC2N(O)N=NC=2C=1.CCN(C(C)C)C(C)C. (5) Given the product [CH2:25]1[C:26]2[C:31](=[CH:30][CH:29]=[CH:28][CH:27]=2)[CH2:32][CH2:33][N:24]1[CH2:23][CH:22]([OH:34])[CH2:21][NH:20][C:15](=[O:17])[CH2:14][O:13][C:12]1[C:3]2[N:2]([CH3:1])[C:7](=[O:8])[CH2:6][O:5][C:4]=2[CH:9]=[CH:10][CH:11]=1, predict the reactants needed to synthesize it. The reactants are: [CH3:1][N:2]1[C:7](=[O:8])[CH2:6][O:5][C:4]2[CH:9]=[CH:10][CH:11]=[C:12]([O:13][CH2:14][C:15]([O:17]CC)=O)[C:3]1=2.[NH2:20][CH2:21][CH:22]([OH:34])[CH2:23][N:24]1[CH2:33][CH2:32][C:31]2[C:26](=[CH:27][CH:28]=[CH:29][CH:30]=2)[CH2:25]1. (6) Given the product [F:18][C:19]([S:22][CH2:23][CH2:24][CH:8]([S:5]([CH2:4][C:3]([CH3:15])([C:2]([F:1])([F:16])[F:17])[C:11]([F:13])([F:12])[F:14])(=[O:6])=[O:7])[C:9]#[N:10])([F:21])[F:20], predict the reactants needed to synthesize it. The reactants are: [F:1][C:2]([F:17])([F:16])[C:3]([CH3:15])([C:11]([F:14])([F:13])[F:12])[CH2:4][S:5]([CH2:8][C:9]#[N:10])(=[O:7])=[O:6].[F:18][C:19]([S:22][CH2:23][CH2:24]OS(C(F)(F)F)(=O)=O)([F:21])[F:20]. (7) The reactants are: [NH2:1][C:2]1([CH3:15])[CH2:7][CH2:6][N:5](C(OC(C)(C)C)=O)[CH2:4][CH2:3]1.CO.O.[C:19]1([CH3:29])[CH:24]=[CH:23][C:22]([S:25]([OH:28])(=[O:27])=[O:26])=[CH:21][CH:20]=1. Given the product [CH3:29][C:19]1[CH:20]=[CH:21][C:22]([S:25]([OH:28])(=[O:27])=[O:26])=[CH:23][CH:24]=1.[CH3:29][C:19]1[CH:20]=[CH:21][C:22]([S:25]([OH:28])(=[O:27])=[O:26])=[CH:23][CH:24]=1.[CH3:15][C:2]1([NH2:1])[CH2:7][CH2:6][NH:5][CH2:4][CH2:3]1, predict the reactants needed to synthesize it.